This data is from Reaction yield outcomes from USPTO patents with 853,638 reactions. The task is: Predict the reaction yield, written as a fraction of the theoretical maximum amount of product (1.0 means a 100% yield; for example, 0.34 means a 34% yield). (1) The reactants are [C:1](#[N:5])[CH2:2][C:3]#[N:4].[H-].[Na+].[CH:8]1([C:14](Cl)=[O:15])[CH2:13][CH2:12][CH2:11][CH2:10][CH2:9]1.Cl. The catalyst is O1CCCC1. The product is [CH:8]1([C:14]([OH:15])=[C:2]([C:1]#[N:5])[C:3]#[N:4])[CH2:13][CH2:12][CH2:11][CH2:10][CH2:9]1. The yield is 0.770. (2) The reactants are Br[C:2]1[CH:3]=[N:4][CH:5]=[CH:6][CH:7]=1.[Li]CCCC.[O:13]=[C:14]1[CH2:31][CH2:30][C:17]2([CH2:22][CH2:21][N:20]([C:23]([O:25][C:26]([CH3:29])([CH3:28])[CH3:27])=[O:24])[CH2:19][CH2:18]2)[CH2:16][CH2:15]1.C(OCC)(=O)C. The catalyst is C(OCC)C.O. The product is [OH:13][C:14]1([C:2]2[CH:3]=[N:4][CH:5]=[CH:6][CH:7]=2)[CH2:31][CH2:30][C:17]2([CH2:22][CH2:21][N:20]([C:23]([O:25][C:26]([CH3:27])([CH3:28])[CH3:29])=[O:24])[CH2:19][CH2:18]2)[CH2:16][CH2:15]1. The yield is 0.190.